This data is from Reaction yield outcomes from USPTO patents with 853,638 reactions. The task is: Predict the reaction yield, written as a fraction of the theoretical maximum amount of product (1.0 means a 100% yield; for example, 0.34 means a 34% yield). (1) The reactants are [CH3:1][O:2][C:3](=[O:20])[CH2:4][CH2:5][C:6]1[CH:7]=[CH:8][C:9]2[N:13]=[C:12]([CH3:14])[NH:11][C:10]=2[C:15]=1[C:16]([O:18][CH3:19])=[O:17].C(=O)([O-])[O-].[K+].[K+].[CH2:27](Br)[C:28]1[CH:33]=[CH:32][CH:31]=[CH:30][CH:29]=1. The catalyst is C(#N)C.C(=O)([O-])O.[Na+]. The product is [CH2:27]([N:13]1[C:9]2[CH:8]=[CH:7][C:6]([CH2:5][CH2:4][C:3]([O:2][CH3:1])=[O:20])=[C:15]([C:16]([O:18][CH3:19])=[O:17])[C:10]=2[N:11]=[C:12]1[CH3:14])[C:28]1[CH:33]=[CH:32][CH:31]=[CH:30][CH:29]=1. The yield is 0.300. (2) The reactants are [F:1][C:2]1[C:7]([C:8]2[N:12](S(C3C=CC=CC=3)(=O)=O)[CH:11]=[C:10]([CH:22]=[O:23])[CH:9]=2)=[CH:6][CH:5]=[CH:4][N:3]=1.[OH-].[Na+]. The catalyst is CO.O1CCCC1.[Cl-].[Na+].O. The product is [F:1][C:2]1[C:7]([C:8]2[NH:12][CH:11]=[C:10]([CH:22]=[O:23])[CH:9]=2)=[CH:6][CH:5]=[CH:4][N:3]=1. The yield is 0.790. (3) The reactants are [F:1][C:2]1[CH:3]=[C:4]([C:9](=[O:21])[CH2:10][CH2:11][C:12](=[O:20])[CH2:13][CH2:14][C:15]([O:17][CH2:18][CH3:19])=[O:16])[CH:5]=[CH:6][C:7]=1F.[NH:22]1[CH:26]=[CH:25][N:24]=[CH:23]1.N1C=CC=CC=1. The catalyst is CS(C)=O.O. The product is [F:1][C:2]1[CH:3]=[C:4]([C:9](=[O:21])[CH2:10][CH2:11][C:12](=[O:20])[CH2:13][CH2:14][C:15]([O:17][CH2:18][CH3:19])=[O:16])[CH:5]=[CH:6][C:7]=1[N:22]1[CH:26]=[CH:25][N:24]=[CH:23]1. The yield is 0.680. (4) The reactants are [NH2:1][CH:2]([C:7]([F:10])([F:9])[F:8])[CH2:3][C:4](O)=[O:5].[C:11]1(=O)[C:19]2[C:14](=[CH:15][CH:16]=[CH:17][CH:18]=2)[C:13](=[O:20])[O:12]1.C[N:23](C=O)C. No catalyst specified. The product is [O:12]=[C:11]1[C:19]2[C:14](=[CH:15][CH:16]=[CH:17][CH:18]=2)[C:13](=[O:20])[N:1]1[CH:2]([C:7]([F:10])([F:9])[F:8])[CH2:3][C:4]([NH2:23])=[O:5]. The yield is 0.540. (5) The reactants are [C:1]1(C)C=CC(S(O)(=O)=O)=CC=1.C[CH:13]=[CH:14][C:15]1[CH:20]=[CH:19][CH:18]=[CH:17][CH:16]=1.[CH2:21]([OH:24])[CH2:22][OH:23]. The catalyst is O. The product is [CH3:1][C:14]([O:23][CH2:22][CH2:21][OH:24])([C:15]1[CH:16]=[CH:17][CH:18]=[CH:19][CH:20]=1)[CH3:13]. The yield is 0.0400. (6) The reactants are [C:1]([N:8]1[CH2:11][C:10](=[O:12])[CH2:9]1)([O:3][C:4]([CH3:7])([CH3:6])[CH3:5])=[O:2].[CH3:13][C:14]([CH3:19])([CH3:18])[C:15]#[C:16]C.[C:20]1(C)C=CC=CC=1. The product is [C:14]([C:15]1[CH2:16][N:8]([C:1]([O:3][C:4]([CH3:5])([CH3:6])[CH3:7])=[O:2])[CH2:11][C:10](=[O:12])[C:9]=1[CH3:20])([CH3:19])([CH3:18])[CH3:13]. The yield is 0.930. No catalyst specified. (7) The reactants are [NH:1]([C:3]1[CH:12]=[CH:11][C:6]([C:7]([O:9][CH3:10])=[O:8])=[CH:5][CH:4]=1)[NH2:2].Br[CH2:14][CH2:15][C:16]1[CH:17]=[CH:18][C:19]([CH3:22])=[N:20][CH:21]=1. The catalyst is C(N(CC)CC)C. The product is [CH3:22][C:19]1[N:20]=[CH:21][C:16]([CH2:15][CH2:14][N:1]([C:3]2[CH:4]=[CH:5][C:6]([C:7]([O:9][CH3:10])=[O:8])=[CH:11][CH:12]=2)[NH2:2])=[CH:17][CH:18]=1. The yield is 0.285.